From a dataset of Catalyst prediction with 721,799 reactions and 888 catalyst types from USPTO. Predict which catalyst facilitates the given reaction. Reactant: C([O:3][C:4](=[O:23])/[CH:5]=[CH:6]/[C:7]([N:9]1[C:14]2[CH:15]=[CH:16][CH:17]=[C:18]([Br:19])[C:13]=2[O:12][CH:11]([CH:20]([CH3:22])[CH3:21])[CH2:10]1)=[O:8])C.[OH-].[Na+]. Product: [Br:19][C:18]1[C:13]2[O:12][CH:11]([CH:20]([CH3:22])[CH3:21])[CH2:10][N:9]([C:7](=[O:8])/[CH:6]=[CH:5]/[C:4]([OH:23])=[O:3])[C:14]=2[CH:15]=[CH:16][CH:17]=1. The catalyst class is: 107.